Task: Predict the product of the given reaction.. Dataset: Forward reaction prediction with 1.9M reactions from USPTO patents (1976-2016) Given the reactants COC1C=CC([CH2:7][N:8](C)[C:9]2[CH:18]=[C:17]3[C:12]([CH:13]=[C:14]([C:22]4[C:23]([F:39])=[CH:24][C:25]([F:38])=[C:26]([NH:28][C:29]([NH:31][C:32]5[CH:37]=[CH:36][CH:35]=[CH:34][CH:33]=5)=[O:30])[CH:27]=4)[C:15](=[O:21])[N:16]3[CH2:19][CH3:20])=[CH:11][N:10]=2)=CC=1.C([O-])(O)=O.[Na+], predict the reaction product. The product is: [CH2:19]([N:16]1[C:17]2[C:12](=[CH:11][N:10]=[C:9]([NH:8][CH3:7])[CH:18]=2)[CH:13]=[C:14]([C:22]2[C:23]([F:39])=[CH:24][C:25]([F:38])=[C:26]([NH:28][C:29]([NH:31][C:32]3[CH:37]=[CH:36][CH:35]=[CH:34][CH:33]=3)=[O:30])[CH:27]=2)[C:15]1=[O:21])[CH3:20].